From a dataset of Full USPTO retrosynthesis dataset with 1.9M reactions from patents (1976-2016). Predict the reactants needed to synthesize the given product. (1) Given the product [Cl:21][C:22]1[CH:23]=[CH:24][C:25]([N:37]2[CH:41]=[C:40]([Cl:42])[N:39]=[N:38]2)=[C:26]([C:28]2[N:29]=[CH:30][N:31]=[C:32]([OH:35])[C:33]=2[CH3:34])[CH:27]=1, predict the reactants needed to synthesize it. The reactants are: ClC1C=CC(N2C=C(Cl)N=N2)=C(C2N=CN=C(O)C=2)C=1.[Cl:21][C:22]1[CH:23]=[CH:24][C:25]([N:37]2[CH:41]=[C:40]([Cl:42])[N:39]=[N:38]2)=[C:26]([C:28]2[C:33]([CH3:34])=[C:32]([O:35]C)[N:31]=[CH:30][N:29]=2)[CH:27]=1. (2) Given the product [NH2:3][C:4]([C:7]1[CH:12]=[CH:11][C:10]([C:13]([C:15]([C:17]2[CH:18]=[CH:19][CH:20]=[CH:21][CH:22]=2)=[O:16])=[O:14])=[CH:9][CH:8]=1)([CH3:5])[CH3:6], predict the reactants needed to synthesize it. The reactants are: C([NH:3][C:4]([C:7]1[CH:12]=[CH:11][C:10]([C:13]([C:15]([C:17]2[CH:22]=[CH:21][CH:20]=[CH:19][CH:18]=2)=[O:16])=[O:14])=[CH:9][CH:8]=1)([CH3:6])[CH3:5])=O.O.Cl.